Dataset: Reaction yield outcomes from USPTO patents with 853,638 reactions. Task: Predict the reaction yield, written as a fraction of the theoretical maximum amount of product (1.0 means a 100% yield; for example, 0.34 means a 34% yield). (1) The reactants are [NH2:1][C:2]1[C:11]2[C:6](=[C:7](Br)[CH:8]=[CH:9][CH:10]=2)[N:5]=[N:4][C:3]=1[C:13]([NH:15][CH2:16][CH3:17])=[O:14].[CH3:18][O:19][C:20]1[CH:25]=[CH:24][N:23]=[CH:22][C:21]=1B(O)O. No catalyst specified. The product is [NH2:1][C:2]1[C:11]2[C:6](=[C:7]([C:21]3[CH:22]=[N:23][CH:24]=[CH:25][C:20]=3[O:19][CH3:18])[CH:8]=[CH:9][CH:10]=2)[N:5]=[N:4][C:3]=1[C:13]([NH:15][CH2:16][CH3:17])=[O:14]. The yield is 0.260. (2) The reactants are C[O:2][C:3]([C:5]1[CH:6]=[C:7]([C:17]2[CH:22]=[CH:21][C:20]([CH3:23])=[CH:19][CH:18]=2)[CH:8]=[C:9]([N:11]2[C:15]([CH3:16])=[N:14][N:13]=[N:12]2)[CH:10]=1)=[O:4].O[Li].O. The catalyst is C1COCC1.O. The product is [CH3:23][C:20]1[CH:21]=[CH:22][C:17]([C:7]2[CH:8]=[C:9]([N:11]3[C:15]([CH3:16])=[N:14][N:13]=[N:12]3)[CH:10]=[C:5]([C:3]([OH:4])=[O:2])[CH:6]=2)=[CH:18][CH:19]=1. The yield is 0.950.